Dataset: Forward reaction prediction with 1.9M reactions from USPTO patents (1976-2016). Task: Predict the product of the given reaction. Given the reactants [CH3:1][O:2][C:3]([NH:5][C@@H:6]([CH:59]([CH3:61])[CH3:60])[C:7]([N:9]1[C@H:13]([C:14]2[NH:18][C:17]3[C:19]4[C:24]([CH:25]=[CH:26][C:16]=3[N:15]=2)=[CH:23][C:22]2[C:27]3[C:32]([CH2:33][O:34][C:21]=2[CH:20]=4)=[CH:31][C:30]([C:35]2[NH:39][C:38]([CH:40]4[CH2:44][CH2:43][CH2:42][N:41]4[C:45](=[O:55])[C@@H:46]([NH:50][C:51](=[O:54])[O:52][CH3:53])[CH:47]([CH3:49])[CH3:48])=[N:37][CH:36]=2)=[CH:29][CH:28]=3)[CH2:12][C@@H:11]2[CH2:56][CH2:57][CH2:58][C@H:10]12)=[O:8])=[O:4].[CH3:62][O:63][C:64](N[C@@H](C(C)C)C(O)=O)=O, predict the reaction product. The product is: [CH3:1][O:2][C:3]([NH:5][C@@H:6]([CH:59]([CH3:61])[CH3:60])[C:7]([N:9]1[C@H:13]([C:14]2[NH:18][C:17]3[C:19]4[C:24]([CH:25]=[CH:26][C:16]=3[N:15]=2)=[CH:23][C:22]2[C:27]3[C:32]([CH2:33][O:34][C:21]=2[CH:20]=4)=[CH:31][C:30]([C:35]2[NH:39][C:38]([CH:40]4[CH2:44][CH2:43][CH2:42][N:41]4[C:45](=[O:55])[C@@H:46]([NH:50][C:51](=[O:54])[O:52][CH3:53])[CH:47]4[CH2:49][CH2:64][O:63][CH2:62][CH2:48]4)=[N:37][CH:36]=2)=[CH:29][CH:28]=3)[CH2:12][C@@H:11]2[CH2:56][CH2:57][CH2:58][C@H:10]12)=[O:8])=[O:4].